From a dataset of Full USPTO retrosynthesis dataset with 1.9M reactions from patents (1976-2016). Predict the reactants needed to synthesize the given product. (1) Given the product [NH3:7].[CH:43]([N:39]([CH:40]([CH3:42])[CH3:41])[CH2:38][CH2:37][C@@H:36]([C:24]1[CH:23]=[C:22]([CH2:21][CH2:20][CH2:19][CH2:18][CH2:17][O:16][C:13]2[CH:14]=[CH:15][C:10]([CH2:9][CH2:8][NH:7][C:6](=[O:52])[O:5][C:1]([CH3:4])([CH3:3])[CH3:2])=[CH:11][CH:12]=2)[CH:27]=[CH:26][C:25]=1[OH:28])[C:46]1[CH:47]=[CH:48][CH:49]=[CH:50][CH:51]=1)([CH3:45])[CH3:44], predict the reactants needed to synthesize it. The reactants are: [C:1]([O:5][C:6](=[O:52])[NH:7][CH2:8][CH2:9][C:10]1[CH:15]=[CH:14][C:13]([O:16][CH2:17][CH2:18][CH2:19]/[CH:20]=[CH:21]/[C:22]2[CH:27]=[CH:26][C:25]([O:28]CC3C=CC=CC=3)=[C:24]([C@@H:36]([C:46]3[CH:51]=[CH:50][CH:49]=[CH:48][CH:47]=3)[CH2:37][CH2:38][N:39]([CH:43]([CH3:45])[CH3:44])[CH:40]([CH3:42])[CH3:41])[CH:23]=2)=[CH:12][CH:11]=1)([CH3:4])([CH3:3])[CH3:2].C([O-])=O.[NH4+]. (2) Given the product [F:32][C:29]1[CH:30]=[CH:31][C:26]([C@:19]2([CH2:22][CH2:23][CH2:24][OH:25])[O:18][C:17](=[O:33])[N:16]([C@H:14]([C:11]3[CH:12]=[CH:13][C:8]([C:4]4[N:5]=[CH:6][NH:7][C:2](=[O:34])[CH:3]=4)=[CH:9][CH:10]=3)[CH3:15])[CH2:21][CH2:20]2)=[CH:27][CH:28]=1, predict the reactants needed to synthesize it. The reactants are: Cl[C:2]1[N:7]=[CH:6][N:5]=[C:4]([C:8]2[CH:13]=[CH:12][C:11]([C@@H:14]([N:16]3[CH2:21][CH2:20][C@@:19]([C:26]4[CH:31]=[CH:30][C:29]([F:32])=[CH:28][CH:27]=4)([CH2:22][CH2:23][CH2:24][OH:25])[O:18][C:17]3=[O:33])[CH3:15])=[CH:10][CH:9]=2)[CH:3]=1.[OH-:34].[Na+]. (3) Given the product [CH2:1]([O:8][C:9]1[CH:18]=[CH:17][C:12]([C:13]([OH:15])=[O:14])=[CH:11][C:10]=1/[C:19](/[CH3:22])=[CH:20]\[CH3:21])[C:2]1[CH:3]=[CH:4][CH:5]=[CH:6][CH:7]=1, predict the reactants needed to synthesize it. The reactants are: [CH2:1]([O:8][C:9]1[CH:18]=[CH:17][C:12]([C:13]([O:15]C)=[O:14])=[CH:11][C:10]=1/[C:19](/[CH3:22])=[CH:20]\[CH3:21])[C:2]1[CH:7]=[CH:6][CH:5]=[CH:4][CH:3]=1.[OH-].[K+]. (4) Given the product [C:18]([O:17][C:15](=[O:16])[NH:22][CH2:23][CH2:24][C:25](=[O:26])[NH:14][CH:12]([C:4]1[NH:3][C:7]2=[CH:8][N:9]=[CH:10][CH:11]=[C:6]2[CH:5]=1)[CH3:13])([CH3:21])([CH3:19])[CH3:20], predict the reactants needed to synthesize it. The reactants are: Cl.Cl.[NH:3]1[C:7]2=[CH:8][N:9]=[CH:10][CH:11]=[C:6]2[CH:5]=[C:4]1[CH:12]([NH2:14])[CH3:13].[C:15]([NH:22][CH2:23][CH2:24][C:25](O)=[O:26])([O:17][C:18]([CH3:21])([CH3:20])[CH3:19])=[O:16].C(N(C(C)C)CC)(C)C.CCN=C=NCCCN(C)C.C1C=CC2N(O)N=NC=2C=1. (5) Given the product [C:13]([O:17][C:18]([N:20]1[CH2:25][CH2:24][N:23]([C:2]2[N:3]([C:4]3[CH:9]=[CH:8][CH:7]=[CH:6][CH:5]=3)[C:4]3[C:9]([C:10]=2[CH:11]=[O:12])=[CH:8][CH:7]=[CH:6][CH:5]=3)[CH2:22][CH2:21]1)=[O:19])([CH3:16])([CH3:14])[CH3:15], predict the reactants needed to synthesize it. The reactants are: Cl[C:2]1[NH:3][C:4]2[C:9]([C:10]=1[CH:11]=[O:12])=[CH:8][CH:7]=[CH:6][CH:5]=2.[C:13]([O:17][C:18]([N:20]1[CH2:25][CH2:24][NH:23][CH2:22][CH2:21]1)=[O:19])([CH3:16])([CH3:15])[CH3:14].